Dataset: Forward reaction prediction with 1.9M reactions from USPTO patents (1976-2016). Task: Predict the product of the given reaction. (1) Given the reactants [NH2:1][C:2]1[C:9]([C:10]#[CH:11])=[CH:8][C:5]([C:6]#[N:7])=[CH:4][C:3]=1[Br:12].C(NC(=O)[O-])(C)(C)C.C(O)(=O)CC(CC(O)=O)(C(O)=O)O, predict the reaction product. The product is: [Br:12][C:3]1[CH:4]=[C:5]([C:6]#[N:7])[CH:8]=[C:9]2[C:2]=1[NH:1][CH:11]=[CH:10]2. (2) Given the reactants [F:1][C:2]1[CH:3]=[C:4]([C:14]2[CH2:18][CH:17]([CH2:19][O:20][C:21]3[CH:25]=[CH:24][O:23][N:22]=3)[O:16][N:15]=2)[CH:5]=[CH:6][C:7]=1[N:8]1[CH2:13][CH2:12][NH:11][CH2:10][CH2:9]1.[C:26]([O:29][CH2:30][C:31](Cl)=[O:32])(=[O:28])[CH3:27], predict the reaction product. The product is: [F:1][C:2]1[CH:3]=[C:4]([C:14]2[CH2:18][CH:17]([CH2:19][O:20][C:21]3[CH:25]=[CH:24][O:23][N:22]=3)[O:16][N:15]=2)[CH:5]=[CH:6][C:7]=1[N:8]1[CH2:13][CH2:12][N:11]([C:31](=[O:32])[CH2:30][O:29][C:26](=[O:28])[CH3:27])[CH2:10][CH2:9]1. (3) Given the reactants [F:1][C:2]1[CH:21]=[CH:20][C:19]([F:22])=[CH:18][C:3]=1[O:4][CH2:5][CH2:6][O:7][Si](C(C)C)(C(C)C)C(C)C.[F-].C([N+](CCCC)(CCCC)CCCC)CCC, predict the reaction product. The product is: [F:1][C:2]1[CH:21]=[CH:20][C:19]([F:22])=[CH:18][C:3]=1[O:4][CH2:5][CH2:6][OH:7]. (4) The product is: [C:1]([N:4]1[C:12]2[C:7](=[CH:8][C:9]([C:13](=[O:15])[CH3:14])=[CH:10][CH:11]=2)[C:6](=[C:27]([C:25]2[CH:24]=[CH:23][C:21]3[O:22][C:18]([F:30])([F:17])[O:19][C:20]=3[CH:26]=2)[OH:28])[C:5]1=[O:16])(=[O:3])[CH3:2]. Given the reactants [C:1]([N:4]1[C:12]2[C:7](=[CH:8][C:9]([C:13](=[O:15])[CH3:14])=[CH:10][CH:11]=2)[CH2:6][C:5]1=[O:16])(=[O:3])[CH3:2].[F:17][C:18]1([F:30])[O:22][C:21]2[CH:23]=[CH:24][C:25]([C:27](O)=[O:28])=[CH:26][C:20]=2[O:19]1, predict the reaction product. (5) Given the reactants [OH:1][C:2]1[CH:7]=[CH:6][C:5]([C:8]2[N:9]=[C:10]3[C:16]4[CH:17]=[CH:18][CH:19]=[CH:20][C:15]=4[NH:14][C:13]4[N:21]=[CH:22][CH:23]=[CH:24][C:12]=4[N:11]3[C:25]=2[C:26]2[CH:31]=[CH:30][C:29]([C:32]3([NH:36][C:37](=[O:43])[O:38][C:39]([CH3:42])([CH3:41])[CH3:40])[CH2:35][CH2:34][CH2:33]3)=[CH:28][CH:27]=2)=[CH:4][CH:3]=1.[H-].[Na+].C1(N([S:53]([C:56]([F:59])([F:58])[F:57])(=[O:55])=[O:54])[S:53]([C:56]([F:59])([F:58])[F:57])(=[O:55])=[O:54])C=CC=CC=1, predict the reaction product. The product is: [F:57][C:56]([F:59])([F:58])[S:53]([O:1][C:2]1[CH:3]=[CH:4][C:5]([C:8]2[N:9]=[C:10]3[C:16]4[CH:17]=[CH:18][CH:19]=[CH:20][C:15]=4[NH:14][C:13]4[N:21]=[CH:22][CH:23]=[CH:24][C:12]=4[N:11]3[C:25]=2[C:26]2[CH:31]=[CH:30][C:29]([C:32]3([NH:36][C:37]([O:38][C:39]([CH3:40])([CH3:42])[CH3:41])=[O:43])[CH2:33][CH2:34][CH2:35]3)=[CH:28][CH:27]=2)=[CH:6][CH:7]=1)(=[O:55])=[O:54].